Dataset: Forward reaction prediction with 1.9M reactions from USPTO patents (1976-2016). Task: Predict the product of the given reaction. (1) The product is: [CH3:10][O:9][C:7]1[CH:6]=[CH:5][C:4]2[S:11][CH:16]=[N:2][C:3]=2[CH:8]=1. Given the reactants Cl.[NH2:2][C:3]1[CH:8]=[C:7]([O:9][CH3:10])[CH:6]=[CH:5][C:4]=1[SH:11].B(O)(O)O.[CH:16](O)=O, predict the reaction product. (2) The product is: [N+:1]([C:4]1[CH:5]=[C:6]([C:11]2[O:12][C:13]3[C:19]([F:20])=[CH:18][C:17]([Br:21])=[CH:16][C:14]=3[N:15]=2)[C:7]([NH:25][CH2:22][CH2:23][CH3:24])=[CH:8][CH:9]=1)([O-:3])=[O:2]. Given the reactants [N+:1]([C:4]1[CH:5]=[C:6]([C:11]2[O:12][C:13]3[C:19]([F:20])=[CH:18][C:17]([Br:21])=[CH:16][C:14]=3[N:15]=2)[C:7](F)=[CH:8][CH:9]=1)([O-:3])=[O:2].[CH2:22]([NH2:25])[CH2:23][CH3:24], predict the reaction product.